The task is: Regression/Classification. Given a drug SMILES string, predict its absorption, distribution, metabolism, or excretion properties. Task type varies by dataset: regression for continuous measurements (e.g., permeability, clearance, half-life) or binary classification for categorical outcomes (e.g., BBB penetration, CYP inhibition). Dataset: cyp2c9_veith.. This data is from CYP2C9 inhibition data for predicting drug metabolism from PubChem BioAssay. (1) The result is 0 (non-inhibitor). The drug is COc1ccccc1N1CCNCC1. (2) The compound is CC(=O)O[C@H]1CC[C@@]2(C)C(=CC[C@H]3[C@H]2CC[C@@]2(C)[C@H]([C@H](C)C(=O)O)CC[C@H]32)C1. The result is 0 (non-inhibitor). (3) The compound is CCCCOC(=O)C1=C(C)Nc2ncnn2C1c1cc(OC)ccc1OC. The result is 1 (inhibitor). (4) The molecule is CC(=O)OC[C@@H]1O[C@H](C/C=N\OC[C@@H](O)COCc2ccco2)C=C[C@@H]1OC(C)=O. The result is 0 (non-inhibitor). (5) The drug is CCOC(=O)CN1C(=O)Nc2ccc(Br)cc2C1c1ccccc1. The result is 1 (inhibitor).